From a dataset of Full USPTO retrosynthesis dataset with 1.9M reactions from patents (1976-2016). Predict the reactants needed to synthesize the given product. (1) Given the product [CH:21]1([NH:20][C:18]([C:14]2[NH:15][C:16]3[C:12]([CH:13]=2)=[C:11]([CH3:27])[CH:10]=[C:9]([OH:8])[CH:17]=3)=[O:19])[CH2:22][CH2:23][CH2:24][CH2:25][CH2:26]1, predict the reactants needed to synthesize it. The reactants are: C([O:8][C:9]1[CH:17]=[C:16]2[C:12]([CH:13]=[C:14]([C:18]([NH:20][CH:21]3[CH2:26][CH2:25][CH2:24][CH2:23][CH2:22]3)=[O:19])[NH:15]2)=[C:11]([CH3:27])[CH:10]=1)C1C=CC=CC=1. (2) Given the product [F:23][C:24]([F:35])([F:34])[C:25]1[CH:30]=[CH:29][CH:28]=[CH:27][C:26]=1[C:2]1[N:7]=[C:6]([NH2:8])[C:5]([N+:20]([O-:22])=[O:21])=[CH:4][CH:3]=1, predict the reactants needed to synthesize it. The reactants are: Br[C:2]1[N:7]=[C:6]([NH:8]C(C2ON=C(C(C)(C)C)C=2)=O)[C:5]([N+:20]([O-:22])=[O:21])=[CH:4][CH:3]=1.[F:23][C:24]([F:35])([F:34])[C:25]1[CH:30]=[CH:29][CH:28]=[CH:27][C:26]=1B(O)O.C(=O)([O-])[O-].[Cs+].[Cs+].C(Cl)Cl. (3) Given the product [Cl:1][C:2]1[CH:7]=[CH:6][C:5]([C@@:8]23[O:15][C@@:12]([CH2:16][O:17][C:31](=[O:33])[CH3:32])([CH2:13][O:14]2)[C@@H:11]([OH:18])[C@H:10]([OH:19])[C@H:9]3[OH:20])=[CH:4][C:3]=1[CH2:21][C:22]1[CH:23]=[CH:24][C:25]([O:28][CH2:29][CH3:30])=[CH:26][CH:27]=1, predict the reactants needed to synthesize it. The reactants are: [Cl:1][C:2]1[CH:7]=[CH:6][C:5]([C@@:8]23[O:15][C@@:12]([CH2:16][OH:17])([CH2:13][O:14]2)[C@@H:11]([OH:18])[C@H:10]([OH:19])[C@H:9]3[OH:20])=[CH:4][C:3]=1[CH2:21][C:22]1[CH:27]=[CH:26][C:25]([O:28][CH2:29][CH3:30])=[CH:24][CH:23]=1.[C:31](Cl)(=[O:33])[CH3:32].CO. (4) Given the product [C:22]([O:21][C:19]([NH:18][NH:17][C:11]1[CH:12]=[CH:13][C:14]([F:16])=[CH:15][C:10]=1[Cl:9])=[O:20])([CH3:25])([CH3:24])[CH3:23], predict the reactants needed to synthesize it. The reactants are: C(N(CC)CC)C.Cl.[Cl:9][C:10]1[CH:15]=[C:14]([F:16])[CH:13]=[CH:12][C:11]=1[NH:17][NH2:18].[C:19](O[C:19]([O:21][C:22]([CH3:25])([CH3:24])[CH3:23])=[O:20])([O:21][C:22]([CH3:25])([CH3:24])[CH3:23])=[O:20]. (5) Given the product [F:13][C:14]1[C:19]([Sn:25]([CH2:26][CH2:27][CH2:28][CH3:29])([CH2:30][CH2:31][CH2:32][CH3:33])[CH2:21][CH2:22][CH2:23][CH3:24])=[CH:18][N:17]=[CH:16][C:15]=1[CH3:20], predict the reactants needed to synthesize it. The reactants are: C(NC(C)C)(C)C.C([Li])CCC.[F:13][C:14]1[CH:19]=[CH:18][N:17]=[CH:16][C:15]=1[CH3:20].[CH2:21]([Sn:25](Cl)([CH2:30][CH2:31][CH2:32][CH3:33])[CH2:26][CH2:27][CH2:28][CH3:29])[CH2:22][CH2:23][CH3:24].C(=O)(O)[O-].[Na+]. (6) Given the product [NH2:16][C:14]1[S:15][CH:2]=[C:3]([C:5]2[CH:10]=[C:9]([Cl:11])[CH:8]=[CH:7][C:6]=2[OH:12])[N:13]=1, predict the reactants needed to synthesize it. The reactants are: Br[CH2:2][C:3]([C:5]1[CH:10]=[C:9]([Cl:11])[CH:8]=[CH:7][C:6]=1[OH:12])=O.[NH2:13][C:14]([NH2:16])=[S:15].C(=O)([O-])O.[Na+]. (7) The reactants are: C[O:2][C:3]([C:5]1[C:9]([NH:10][C:11](=[O:27])[CH2:12][O:13][C:14]2[CH:19]=[CH:18][C:17]([C:20]3[CH:25]=[CH:24][C:23]([F:26])=[CH:22][CH:21]=3)=[CH:16][CH:15]=2)=[CH:8][S:7][CH:6]=1)=[O:4].[OH-].[Na+]. Given the product [F:26][C:23]1[CH:22]=[CH:21][C:20]([C:17]2[CH:18]=[CH:19][C:14]([O:13][CH2:12][C:11]([NH:10][C:9]3[C:5]([C:3]([OH:4])=[O:2])=[CH:6][S:7][CH:8]=3)=[O:27])=[CH:15][CH:16]=2)=[CH:25][CH:24]=1, predict the reactants needed to synthesize it.